Dataset: Reaction yield outcomes from USPTO patents with 853,638 reactions. Task: Predict the reaction yield, written as a fraction of the theoretical maximum amount of product (1.0 means a 100% yield; for example, 0.34 means a 34% yield). The reactants are [Na].[C:2]([NH:5][CH:6]([C:12]([O:14][CH2:15][CH3:16])=[O:13])[C:7]([O:9][CH2:10][CH3:11])=[O:8])(=[O:4])[CH3:3].C(O[C:20](=O)/[CH:21]=[CH:22]/CC)C.C(O)(=O)C. The catalyst is C(O)C. The product is [CH2:10]([O:9][C:7]([C:6]1([C:12]([O:14][CH2:15][CH3:16])=[O:13])[CH:20]([CH2:21][CH3:22])[CH2:3][C:2](=[O:4])[NH:5]1)=[O:8])[CH3:11]. The yield is 0.798.